This data is from Peptide-MHC class II binding affinity with 134,281 pairs from IEDB. The task is: Regression. Given a peptide amino acid sequence and an MHC pseudo amino acid sequence, predict their binding affinity value. This is MHC class II binding data. (1) The peptide sequence is LYYLFNQHIKKELYH. The MHC is DRB1_0101 with pseudo-sequence DRB1_0101. The binding affinity (normalized) is 0.695. (2) The peptide sequence is WQDLELSWNLNGLQAY. The MHC is DRB1_0802 with pseudo-sequence DRB1_0802. The binding affinity (normalized) is 0.333. (3) The peptide sequence is GPPVEASAAALAGDA. The MHC is DRB1_0301 with pseudo-sequence DRB1_0301. The binding affinity (normalized) is 0.103. (4) The peptide sequence is TVWEQILNTWLVKPG. The MHC is DRB4_0101 with pseudo-sequence DRB4_0103. The binding affinity (normalized) is 0.295.